From a dataset of Experimentally validated miRNA-target interactions with 360,000+ pairs, plus equal number of negative samples. Binary Classification. Given a miRNA mature sequence and a target amino acid sequence, predict their likelihood of interaction. The protein sequence of the target gene is MAENREPRGAVEAELDPVEYTLRKRLPSRLPRRPNDIYVNMKTDFKAQLARCQKLLDGGARGQNACSEIYIHGLGLAINRAINIALQLQAGSFGSLQVAANTSTVELVDELEPETDTREPLTRIRNNSAIHIRVFRVTPK. The miRNA is hsa-miR-6848-5p with sequence UGGGGGCUGGGAUGGGCCAUGGU. Result: 0 (no interaction).